Dataset: Forward reaction prediction with 1.9M reactions from USPTO patents (1976-2016). Task: Predict the product of the given reaction. (1) Given the reactants [123I-].[NH2:2][C:3]1[C:4]([CH:11]2[CH2:15]CC[CH2:12]2)=[N:5][NH:6][C:7]=1[C:8]([NH2:10])=[O:9].[C:16]([NH:19][CH:20]([CH3:24])[C:21](O)=O)(=O)[CH3:17].C(NCC(O)=O)(=O)C, predict the reaction product. The product is: [CH:11]([C:4]1[C:3]2[N:2]=[C:21]3[CH:20]([CH3:24])[NH:19][CH2:16][CH2:17][N:10]3[C:8](=[O:9])[C:7]=2[NH:6][N:5]=1)([CH3:12])[CH3:15]. (2) Given the reactants [CH3:1][C:2]1([CH3:10])[CH2:7][C:6](=[O:8])[CH2:5][C:4](=O)[CH2:3]1.Br.Br[CH2:13][CH2:14][CH2:15][NH2:16].N1C(C)=CC=CC=1C.ClCCl.CO, predict the reaction product. The product is: [CH3:10][C:2]1([CH3:1])[CH2:3][C:4]2[NH:16][CH2:15][CH2:14][CH2:13][C:5]=2[C:6](=[O:8])[CH2:7]1. (3) Given the reactants [F:1][C:2]([F:7])([F:6])[C:3]([OH:5])=[O:4].[F:8][C:9]([F:14])([F:13])[C:10]([OH:12])=[O:11].FC(F)(F)C(O)=O.[Cl:22][C:23]1[CH:24]=[N:25][C:26]2[NH:27][C:28]3[CH:29]=[N:30][CH:31]=[C:32]([CH:54]=3)[CH2:33][CH2:34][C:35]3[CH:43]=[C:39]([NH:40][C:41]=1[N:42]=2)[CH:38]=[CH:37][C:36]=3[O:44][CH2:45][C:46](=[O:53])[N:47]1[CH2:52][CH2:51][NH:50][CH2:49][CH2:48]1.[CH2:55]([S:57](Cl)(=[O:59])=[O:58])[CH3:56], predict the reaction product. The product is: [F:1][C:2]([F:7])([F:6])[C:3]([OH:5])=[O:4].[F:8][C:9]([F:14])([F:13])[C:10]([OH:12])=[O:11].[Cl:22][C:23]1[CH:24]=[N:25][C:26]2[NH:27][C:28]3[CH:29]=[N:30][CH:31]=[C:32]([CH:54]=3)[CH2:33][CH2:34][C:35]3[CH:43]=[C:39]([NH:40][C:41]=1[N:42]=2)[CH:38]=[CH:37][C:36]=3[O:44][CH2:45][C:46]([N:47]1[CH2:52][CH2:51][N:50]([S:57]([CH2:55][CH3:56])(=[O:59])=[O:58])[CH2:49][CH2:48]1)=[O:53]. (4) Given the reactants [F:1][C:2]1[CH:28]=[C:27]([F:29])[CH:26]=[CH:25][C:3]=1[O:4][CH:5]1[CH2:10][CH2:9][N:8]([C:11]2[N:12]=[C:13]3[CH2:24][CH2:23][NH:22][CH2:21][C:14]3=[N:15][C:16]=2[NH:17][CH:18]([CH3:20])[CH3:19])[CH2:7][CH2:6]1.C([O-])([O-])=O.[K+].[K+].Br[CH2:37][CH2:38][F:39], predict the reaction product. The product is: [F:1][C:2]1[CH:28]=[C:27]([F:29])[CH:26]=[CH:25][C:3]=1[O:4][CH:5]1[CH2:6][CH2:7][N:8]([C:11]2[N:12]=[C:13]3[CH2:24][CH2:23][N:22]([CH2:37][CH2:38][F:39])[CH2:21][C:14]3=[N:15][C:16]=2[NH:17][CH:18]([CH3:20])[CH3:19])[CH2:9][CH2:10]1. (5) Given the reactants [Br:1][C:2]1[CH:6]=[C:5](Br)[S:4][C:3]=1[O:8][CH3:9].C(=O)=O.CO.B(OCCCC)(OCCCC)OCCCC.C([O-])([O-])=O.[Na+].[Na+].I[C:38]1[CH:43]=[CH:42][CH:41]=[CH:40][CH:39]=1, predict the reaction product. The product is: [Br:1][C:2]1[CH:6]=[C:5]([C:38]2[CH:43]=[CH:42][CH:41]=[CH:40][CH:39]=2)[S:4][C:3]=1[O:8][CH3:9]. (6) Given the reactants [CH3:1][O:2][C:3]([NH:5][C@@H:6]([C:10]([CH3:13])([CH3:12])[CH3:11])[C:7]([OH:9])=O)=[O:4].C([O-])([O-])=O.[K+].[K+].CCOP(ON1N=NC2C=CC=CC=2C1=O)(OCC)=O.[C:40]([O:44][C:45]([NH:47][C@@H:48]([CH2:77][C:78]1[CH:83]=[CH:82][CH:81]=[CH:80][CH:79]=1)[C@@H:49]([OH:76])[CH2:50][CH:51]([NH:65]C(=O)OCC1C=CC=CC=1)[CH2:52][C:53]1[CH:58]=[CH:57][C:56]([C:59]2[CH:64]=[CH:63][CH:62]=[CH:61][N:60]=2)=[CH:55][CH:54]=1)=[O:46])([CH3:43])([CH3:42])[CH3:41], predict the reaction product. The product is: [CH2:77]([C@H:48]([NH:47][C:45](=[O:46])[O:44][C:40]([CH3:42])([CH3:41])[CH3:43])[C@@H:49]([OH:76])[CH2:50][CH:51]([NH:65][C:7](=[O:9])[C@@H:6]([NH:5][C:3]([O:2][CH3:1])=[O:4])[C:10]([CH3:13])([CH3:12])[CH3:11])[CH2:52][C:53]1[CH:58]=[CH:57][C:56]([C:59]2[CH:64]=[CH:63][CH:62]=[CH:61][N:60]=2)=[CH:55][CH:54]=1)[C:78]1[CH:83]=[CH:82][CH:81]=[CH:80][CH:79]=1. (7) Given the reactants [CH:1]([C:3]1[CH:15]=[CH:14][C:6]([C:7]([N:9]([CH2:12][CH3:13])[CH2:10][CH3:11])=[O:8])=[CH:5][CH:4]=1)=O.N1C2C=CC=CC=2N=N1.[F:25][C:26]1[CH:27]=[C:28]([CH:38]=[CH:39][CH:40]=1)[CH2:29][N:30]1[CH2:35][C@H:34]([CH3:36])[NH:33][CH2:32][C@H:31]1[CH3:37].[Si]([O:48][C:49]1[CH:50]=[C:51]([Mg]Br)[CH:52]=[CH:53][CH:54]=1)(C(C)(C)C)(C)C.Cl, predict the reaction product. The product is: [F:25][C:26]1[CH:27]=[C:28]([CH:38]=[CH:39][CH:40]=1)[CH2:29][N:30]1[CH2:35][C@H:34]([CH3:36])[NH:33][CH2:32][C@H:31]1[CH3:37].[F:25][C:26]1[CH:27]=[C:28]([CH:38]=[CH:39][CH:40]=1)[CH2:29][N:30]1[C@H:31]([CH3:37])[CH2:32][N:33]([C@@H:1]([C:53]2[CH:52]=[CH:51][CH:50]=[C:49]([OH:48])[CH:54]=2)[C:3]2[CH:15]=[CH:14][C:6]([C:7]([N:9]([CH2:12][CH3:13])[CH2:10][CH3:11])=[O:8])=[CH:5][CH:4]=2)[C@@H:34]([CH3:36])[CH2:35]1. (8) Given the reactants [Br:1][C:2]1[CH:3]=[C:4]2[C:8](=[CH:9][CH:10]=1)[NH:7][N:6]=[CH:5]2.[CH3:11][C:12]([O:15][C:16](O[C:16]([O:15][C:12]([CH3:14])([CH3:13])[CH3:11])=[O:17])=[O:17])([CH3:14])[CH3:13].C(N(CC)CC)C, predict the reaction product. The product is: [Br:1][C:2]1[CH:3]=[C:4]2[C:8](=[CH:9][CH:10]=1)[N:7]([C:16]([O:15][C:12]([CH3:14])([CH3:13])[CH3:11])=[O:17])[N:6]=[CH:5]2. (9) Given the reactants Br[C:2]1[N:7]=[C:6]([NH:8][C:9]2[CH:14]=[C:13]([CH3:15])[CH:12]=[CH:11][N:10]=2)[CH:5]=[CH:4][CH:3]=1.[C:16]([C:19]1[S:23][C:22](B(O)O)=[CH:21][CH:20]=1)(=[O:18])[CH3:17].C(=O)([O-])O.[Na+].O, predict the reaction product. The product is: [CH3:15][C:13]1[CH:12]=[CH:11][N:10]=[C:9]([NH:8][C:6]2[N:7]=[C:2]([C:22]3[S:23][C:19]([C:16](=[O:18])[CH3:17])=[CH:20][CH:21]=3)[CH:3]=[CH:4][CH:5]=2)[CH:14]=1. (10) The product is: [F:63][C:57]1[CH:58]=[CH:59][C:60]([CH3:62])=[CH:61][C:56]=1[C:54]1[O:53][N:52]=[C:51]([CH2:50][N:32]2[CH2:33][CH2:34][CH:35]([N:38]3[C:43]4[CH:44]=[CH:45][CH:46]=[CH:47][C:42]=4[CH2:41][O:40][C:39]3=[O:48])[CH2:36][CH2:37]2)[N:55]=1. Given the reactants ClC1C=C(C2ON=C(CN3CCC(N4C5C=CC=CC=5COC4=O)CC3)N=2)C=CC=1.Cl.[NH:32]1[CH2:37][CH2:36][CH:35]([N:38]2[C:43]3[CH:44]=[CH:45][CH:46]=[CH:47][C:42]=3[CH2:41][O:40][C:39]2=[O:48])[CH2:34][CH2:33]1.Cl[CH2:50][C:51]1[N:55]=[C:54]([C:56]2[CH:61]=[C:60]([CH3:62])[CH:59]=[CH:58][C:57]=2[F:63])[O:53][N:52]=1.CCN(C(C)C)C(C)C.C(=O)([O-])[O-].[K+].[K+], predict the reaction product.